Dataset: Full USPTO retrosynthesis dataset with 1.9M reactions from patents (1976-2016). Task: Predict the reactants needed to synthesize the given product. (1) Given the product [CH3:1][S:2]([NH:5][C:6]1[CH:11]=[CH:10][C:9]([C:12](=[N:16][OH:17])[CH3:13])=[CH:8][CH:7]=1)(=[O:4])=[O:3], predict the reactants needed to synthesize it. The reactants are: [CH3:1][S:2]([NH:5][C:6]1[CH:11]=[CH:10][C:9]([C:12](=O)[CH3:13])=[CH:8][CH:7]=1)(=[O:4])=[O:3].Cl.[NH2:16][OH:17]. (2) Given the product [NH:29]1[C:1]([C:3]2[CH:4]=[C:5]([C:9]3[CH:10]=[C:11]([OH:23])[C:12](=[O:22])[NH:13][C:14]=3[C:15]3[CH:16]=[CH:17][C:18]([F:21])=[CH:19][CH:20]=3)[CH:6]=[CH:7][CH:8]=2)=[N:2][N:31]=[N:30]1, predict the reactants needed to synthesize it. The reactants are: [C:1]([C:3]1[CH:4]=[C:5]([C:9]2[CH:10]=[C:11]([OH:23])[C:12](=[O:22])[NH:13][C:14]=2[C:15]2[CH:20]=[CH:19][C:18]([F:21])=[CH:17][CH:16]=2)[CH:6]=[CH:7][CH:8]=1)#[N:2].CN(C=O)C.[N-:29]=[N+:30]=[N-:31].[Na+]. (3) Given the product [CH2:1]([O:3][C:4](=[O:22])[CH:5]([O:33][C:31](=[O:32])[CH2:30][O:23][C:24]1[CH:25]=[CH:26][CH:27]=[CH:28][CH:29]=1)[C:6](=[O:20])[CH2:7][CH2:8][NH:9][C:10]([O:12][CH2:13][C:14]1[CH:19]=[CH:18][CH:17]=[CH:16][CH:15]=1)=[O:11])[CH3:2], predict the reactants needed to synthesize it. The reactants are: [CH2:1]([O:3][C:4](=[O:22])[CH:5](Cl)[C:6](=[O:20])[CH2:7][CH2:8][NH:9][C:10]([O:12][CH2:13][C:14]1[CH:19]=[CH:18][CH:17]=[CH:16][CH:15]=1)=[O:11])[CH3:2].[O:23]([CH2:30][C:31]([OH:33])=[O:32])[C:24]1[CH:29]=[CH:28][CH:27]=[CH:26][CH:25]=1. (4) Given the product [CH2:1]([N:3]1[CH2:8][CH2:7][N:6]([S:9]([NH2:12])(=[O:11])=[O:10])[CH2:5][CH2:4]1)[CH3:2], predict the reactants needed to synthesize it. The reactants are: [CH2:1]([N:3]1[CH2:8][CH2:7][NH:6][CH2:5][CH2:4]1)[CH3:2].[S:9](N)([NH2:12])(=[O:11])=[O:10]. (5) Given the product [F:2][C:3]1[CH:4]=[CH:5][C:6]([O:14][C@@H:15]2[CH2:19][CH2:18][O:17][CH2:16]2)=[C:7]([CH:9]2[CH2:13][CH2:12][CH2:11][N:10]2[C:27]2[CH:28]=[CH:29][C:30]([N+:33]([O-:35])=[O:34])=[N:31][CH:32]=2)[CH:8]=1, predict the reactants needed to synthesize it. The reactants are: Cl.[F:2][C:3]1[CH:4]=[CH:5][C:6]([O:14][C@@H:15]2[CH2:19][CH2:18][O:17][CH2:16]2)=[C:7]([CH:9]2[CH2:13][CH2:12][CH2:11][NH:10]2)[CH:8]=1.C([O-])([O-])=O.[K+].[K+].F[C:27]1[CH:28]=[CH:29][C:30]([N+:33]([O-:35])=[O:34])=[N:31][CH:32]=1.